This data is from Forward reaction prediction with 1.9M reactions from USPTO patents (1976-2016). The task is: Predict the product of the given reaction. (1) Given the reactants [N+](C1C=CC([O:10][C:11](=O)[O:12][C@H:13]([C:15](=[O:37])[NH:16][C@@H:17]2[C:23](=[O:24])[N:22]([CH2:25][CH:26]3[CH2:28][CH2:27]3)[C:21]3[CH:29]=[CH:30][CH:31]=[CH:32][C:20]=3[C:19]3[CH:33]=[CH:34][CH:35]=[CH:36][C:18]2=3)[CH3:14])=CC=1)([O-])=O.[F:39][C:40]([F:47])([C:43]([F:46])([F:45])[F:44])[CH2:41][NH2:42], predict the reaction product. The product is: [CH:26]1([CH2:25][N:22]2[C:23](=[O:24])[C@@H:17]([NH:16][C:15]([C@@H:13]([O:12][C:11](=[O:10])[NH:42][CH2:41][C:40]([F:47])([F:39])[C:43]([F:46])([F:45])[F:44])[CH3:14])=[O:37])[C:18]3[CH:36]=[CH:35][CH:34]=[CH:33][C:19]=3[C:20]3[CH:32]=[CH:31][CH:30]=[CH:29][C:21]2=3)[CH2:28][CH2:27]1. (2) Given the reactants [CH3:1][C:2]1[N:3]=[C:4]2[CH:12]=[CH:11][CH:10]=[C:9]3[N:5]2[C:6]=1[C:7](=[O:19])[N:8]3[CH2:13][CH2:14][CH2:15][CH2:16][CH2:17][NH2:18].C(N(CC)CC)C.C([O:29][C:30](=O)[C:31]([F:37])([F:36])[C:32]([F:35])([F:34])[F:33])C, predict the reaction product. The product is: [CH3:1][C:2]1[N:3]=[C:4]2[CH:12]=[CH:11][CH:10]=[C:9]3[N:5]2[C:6]=1[C:7](=[O:19])[N:8]3[CH2:13][CH2:14][CH2:15][CH2:16][CH2:17][NH:18][C:30](=[O:29])[C:31]([F:37])([F:36])[C:32]([F:35])([F:34])[F:33]. (3) Given the reactants [ClH:1].[NH2:2][C@H:3]([C:9]([OH:11])=O)[CH2:4][CH2:5][CH2:6][CH2:7][NH2:8].[OH-].[Na+], predict the reaction product. The product is: [ClH:1].[NH2:2][CH:3]1[CH2:4][CH2:5][CH2:6][CH2:7][NH:8][C:9]1=[O:11]. (4) Given the reactants [CH2:1]([C:3]1[N:7]=[C:6]([CH2:8][CH2:9][CH2:10][CH3:11])[NH:5][N:4]=1)[CH3:2].Br[CH2:13][C:14]1[CH:19]=[CH:18][C:17]([C:20]2[CH:25]=[CH:24][CH:23]=[CH:22][C:21]=2[C:26]([O:28]C)=[O:27])=[CH:16][CH:15]=1, predict the reaction product. The product is: [CH2:1]([C:3]1[N:7]=[C:6]([CH2:8][CH2:9][CH2:10][CH3:11])[N:5]([CH2:13][C:14]2[CH:19]=[CH:18][C:17]([C:20]3[C:21]([C:26]([OH:28])=[O:27])=[CH:22][CH:23]=[CH:24][CH:25]=3)=[CH:16][CH:15]=2)[N:4]=1)[CH3:2]. (5) Given the reactants [CH3:1][O:2][C:3]([C:5]1([N:8]2[CH2:13][CH2:12][N:11](S(C3C=CC=CC=3[N+]([O-])=O)(=O)=O)[CH2:10][CH2:9]2)[CH2:7][CH2:6]1)=[O:4].C(=O)([O-])[O-].[K+].[K+].C1(S)C=CC=CC=1.Br[C:40]1[CH:45]=[CH:44][C:43]([C:46]([F:49])([F:48])[F:47])=[CH:42][N:41]=1, predict the reaction product. The product is: [CH3:1][O:2][C:3]([C:5]1([N:8]2[CH2:9][CH2:10][N:11]([C:40]3[CH:45]=[CH:44][C:43]([C:46]([F:49])([F:48])[F:47])=[CH:42][N:41]=3)[CH2:12][CH2:13]2)[CH2:6][CH2:7]1)=[O:4]. (6) Given the reactants [CH2:1]([O:8][C:9]([NH:11][C@H:12]([CH2:22][C:23]#[CH:24])[CH2:13][CH2:14][C:15]([O:17][C:18]([CH3:21])([CH3:20])[CH3:19])=[O:16])=[O:10])[C:2]1[CH:7]=[CH:6][CH:5]=[CH:4][CH:3]=1.[CH2:25]([O:27][C:28]([C:30]1[C:39](=[O:40])[C:38]2[C:33](=[C:34](OS(C(F)(F)F)(=O)=O)[C:35]([F:42])=[C:36]([F:41])[CH:37]=2)[N:32]([CH:51]2[CH2:53][CH2:52]2)[CH:31]=1)=[O:29])[CH3:26].C1(P(C2C=CC=CC=2)C2C=CC=CC=2)C=CC=CC=1.C(N(CC)C(C)C)(C)C, predict the reaction product. The product is: [CH2:25]([O:27][C:28]([C:30]1[C:39](=[O:40])[C:38]2[C:33](=[C:34]([C:24]#[C:23][CH2:22][C@@H:12]([NH:11][C:9]([O:8][CH2:1][C:2]3[CH:3]=[CH:4][CH:5]=[CH:6][CH:7]=3)=[O:10])[CH2:13][CH2:14][C:15]([O:17][C:18]([CH3:19])([CH3:20])[CH3:21])=[O:16])[C:35]([F:42])=[C:36]([F:41])[CH:37]=2)[N:32]([CH:51]2[CH2:52][CH2:53]2)[CH:31]=1)=[O:29])[CH3:26]. (7) Given the reactants [Br:1][C:2]1[CH:3]=[C:4]([NH2:9])[C:5]([NH2:8])=[N:6][CH:7]=1.Cl[CH2:11][CH:12]=O, predict the reaction product. The product is: [Br:1][C:2]1[CH:3]=[C:4]([NH2:9])[C:5]2[N:6]([CH:11]=[CH:12][N:8]=2)[CH:7]=1. (8) Given the reactants C([N:8]1[CH2:16][C:15]2[C:10](=[CH:11][CH:12]=[C:13]([N+:17]([O-])=O)[CH:14]=2)[CH2:9]1)C1C=CC=CC=1.[ClH:20], predict the reaction product. The product is: [NH2:17][C:13]1[CH:14]=[C:15]2[C:10](=[CH:11][CH:12]=1)[CH2:9][NH:8][CH2:16]2.[ClH:20]. (9) Given the reactants [CH3:1][O:2][C:3]1[CH:4]=[C:5]([CH:15]=[C:16]([O:18][CH2:19][C:20]2[NH:24][N:23]=[N:22][N:21]=2)[CH:17]=1)[C:6]([NH:8][CH:9]1[CH2:14][CH2:13][NH:12][CH2:11][CH2:10]1)=[O:7].[CH:25]([O:28][C:29]1[CH:30]=[C:31]([CH:34]=[C:35]([O:37][CH:38]([CH3:40])[CH3:39])[CH:36]=1)[CH:32]=O)([CH3:27])[CH3:26].C([BH3-])#N.[Na+].C(N(C(C)C)C(C)C)C, predict the reaction product. The product is: [CH:38]([O:37][C:35]1[CH:34]=[C:31]([CH:30]=[C:29]([O:28][CH:25]([CH3:27])[CH3:26])[CH:36]=1)[CH2:32][N:12]1[CH2:11][CH2:10][CH:9]([NH:8][C:6](=[O:7])[C:5]2[CH:15]=[C:16]([O:18][CH2:19][C:20]3[NH:21][N:22]=[N:23][N:24]=3)[CH:17]=[C:3]([O:2][CH3:1])[CH:4]=2)[CH2:14][CH2:13]1)([CH3:39])[CH3:40].